From a dataset of Reaction yield outcomes from USPTO patents with 853,638 reactions. Predict the reaction yield, written as a fraction of the theoretical maximum amount of product (1.0 means a 100% yield; for example, 0.34 means a 34% yield). (1) The reactants are [Br:1][C:2]1[C:3]([NH:15][CH:16]2[CH2:21][CH2:20][N:19]([CH3:22])[CH2:18][CH2:17]2)=[CH:4][C:5]([NH:8]C(=O)C(C)(C)C)=[N:6][CH:7]=1.C([O-])([O-])=O.[Na+].[Na+]. The catalyst is Cl. The product is [Br:1][C:2]1[C:3]([NH:15][CH:16]2[CH2:21][CH2:20][N:19]([CH3:22])[CH2:18][CH2:17]2)=[CH:4][C:5]([NH2:8])=[N:6][CH:7]=1. The yield is 0.700. (2) The reactants are [C:1]([C:4]1[CH:14]=[C:8]([C:9]([O:11][CH2:12][CH3:13])=[O:10])[C:7]([OH:15])=[CH:6][CH:5]=1)(=[O:3])[CH3:2].Cl[C:17]1[C:26]2[C:21](=[CH:22][C:23]([O:29][CH3:30])=[C:24]([O:27][CH3:28])[CH:25]=2)[N:20]=[CH:19][CH:18]=1. The catalyst is CN(C)C1C=CN=CC=1.ClC1C=CC=CC=1Cl. The product is [C:1]([C:4]1[CH:5]=[CH:6][C:7]([O:15][C:17]2[C:26]3[C:21](=[CH:22][C:23]([O:29][CH3:30])=[C:24]([O:27][CH3:28])[CH:25]=3)[N:20]=[CH:19][CH:18]=2)=[C:8]([CH:14]=1)[C:9]([O:11][CH2:12][CH3:13])=[O:10])(=[O:3])[CH3:2]. The yield is 0.0500. (3) The reactants are Cl[C:2]1[CH:7]=[C:6]([N:8]2[CH2:13][CH2:12][CH:11]([C:14]3[C:22]4[C:17](=[N:18][CH:19]=[CH:20][CH:21]=4)[NH:16][N:15]=3)[CH2:10][CH2:9]2)[N:5]=[C:4]([C:23]([NH:25][CH:26]2[CH2:29][CH2:28][CH2:27]2)=[O:24])[N:3]=1.[CH3:30][O:31][CH2:32][C@H:33]([OH:35])[CH3:34].C[Si]([N-][Si](C)(C)C)(C)C.[K+]. The catalyst is C1COCC1.CCOC(C)=O. The product is [CH:26]1([NH:25][C:23]([C:4]2[N:3]=[C:2]([O:35][C@H:33]([CH3:34])[CH2:32][O:31][CH3:30])[CH:7]=[C:6]([N:8]3[CH2:13][CH2:12][CH:11]([C:14]4[C:22]5[C:17](=[N:18][CH:19]=[CH:20][CH:21]=5)[NH:16][N:15]=4)[CH2:10][CH2:9]3)[N:5]=2)=[O:24])[CH2:29][CH2:28][CH2:27]1. The yield is 0.0900. (4) The catalyst is C(O)C.[Pd]. The yield is 1.00. The reactants are [CH3:1][NH:2][C:3](=[O:19])[C:4]1[CH:9]=[C:8]([N:10]2[CH2:15][CH2:14][O:13][CH2:12][CH2:11]2)[CH:7]=[CH:6][C:5]=1[N+:16]([O-])=O.[H][H]. The product is [NH2:16][C:5]1[CH:6]=[CH:7][C:8]([N:10]2[CH2:11][CH2:12][O:13][CH2:14][CH2:15]2)=[CH:9][C:4]=1[C:3]([NH:2][CH3:1])=[O:19]. (5) The reactants are [Br:1][C:2]1[CH:12]=[C:11](/[CH:13]=[CH:14]\[CH:15]([C:20]2[CH:25]=[C:24]([Cl:26])[C:23]([Cl:27])=[C:22]([Cl:28])[CH:21]=2)[C:16]([F:19])([F:18])[F:17])[CH:10]=[CH:9][C:3]=1[C:4]([O:6]CC)=[O:5].I[Si](C)(C)C. The catalyst is CC#N. The product is [Br:1][C:2]1[CH:12]=[C:11](/[CH:13]=[CH:14]\[CH:15]([C:20]2[CH:21]=[C:22]([Cl:28])[C:23]([Cl:27])=[C:24]([Cl:26])[CH:25]=2)[C:16]([F:19])([F:18])[F:17])[CH:10]=[CH:9][C:3]=1[C:4]([OH:6])=[O:5]. The yield is 0.420. (6) The reactants are C(O[CH:4](OCC)[CH2:5][N:6]=[C:7]=[NH:8])C.[C:12]([NH2:20])(=[O:19])[C:13]1[CH:18]=[CH:17][CH:16]=[CH:15][CH:14]=1.CS(O)(=O)=O. The catalyst is C(O)C. The product is [NH:20]1[CH:12]=[CH:13][N:8]=[C:7]1[NH:6][C:5]1[CH:4]=[C:14]([NH:20][C:12](=[O:19])[C:13]2[CH:18]=[CH:17][CH:16]=[CH:15][CH:14]=2)[CH:15]=[CH:16][C:17]=1[CH3:18]. The yield is 0.500. (7) The reactants are C([O:3][C:4](=[O:12])[CH2:5][N:6]1[CH2:11][CH2:10][O:9][CH2:8][CH2:7]1)C.[OH-].[K+:14]. The catalyst is C(O)C. The product is [K+:14].[N:6]1([CH2:5][C:4]([O-:12])=[O:3])[CH2:11][CH2:10][O:9][CH2:8][CH2:7]1. The yield is 1.00. (8) The reactants are [Cl:1][C:2]1[CH:9]=[C:8]([O:10][CH3:11])[C:5]([CH:6]=O)=[C:4]([OH:12])[CH:3]=1.CN(C)C=O.C(=O)([O-])[O-].[Cs+].[Cs+].Cl[CH2:25][C:26](=[O:28])[CH3:27]. No catalyst specified. The product is [Cl:1][C:2]1[CH:9]=[C:8]([O:10][CH3:11])[C:5]2[CH:6]=[C:25]([C:26](=[O:28])[CH3:27])[O:12][C:4]=2[CH:3]=1. The yield is 0.660. (9) The reactants are [C:1]([OH:13])(=O)[C:2]1[CH:11]=[CH:10][C:9]2[C:4](=[CH:5][CH:6]=[CH:7][CH:8]=2)[N:3]=1.Cl.CN(C)CCCN=C=NCC.ON1C2C=CC=CC=2N=N1.[CH2:36]([CH2:38][NH2:39])[OH:37].CN1CCOCC1. The yield is 0.240. The catalyst is CN(C=O)C.C(OCC)(=O)C. The product is [OH:37][CH2:36][CH2:38][NH:39][C:1]([C:2]1[CH:11]=[CH:10][C:9]2[C:4](=[CH:5][CH:6]=[CH:7][CH:8]=2)[N:3]=1)=[O:13].